Dataset: Forward reaction prediction with 1.9M reactions from USPTO patents (1976-2016). Task: Predict the product of the given reaction. Given the reactants I[C:2]1[CH:11]=[CH:10][CH:9]=[C:8]2[C:3]=1[CH:4]=[CH:5][C:6](Cl)=[N:7]2.[CH3:13][O:14][C:15]1[CH:22]=[CH:21][CH:20]=[C:19]([O:23][CH3:24])[C:16]=1[CH2:17][NH2:18].[NH2:25][CH2:26][C:27]1[CH:28]=[N:29][CH:30]=[CH:31][CH:32]=1, predict the reaction product. The product is: [CH3:24][O:23][C:19]1[CH:20]=[CH:21][CH:22]=[C:15]([O:14][CH3:13])[C:16]=1[CH2:17][NH:18][C:6]1[CH:5]=[CH:4][C:3]2[C:2]([NH:25][CH2:26][C:27]3[CH:28]=[N:29][CH:30]=[CH:31][CH:32]=3)=[CH:11][CH:10]=[CH:9][C:8]=2[N:7]=1.